This data is from Full USPTO retrosynthesis dataset with 1.9M reactions from patents (1976-2016). The task is: Predict the reactants needed to synthesize the given product. Given the product [N:31]1[CH:36]=[CH:35][CH:34]=[CH:33][C:32]=1[CH2:37][N:1]1[CH2:6][CH2:5][CH:4]([O:7][C:8]2[CH:16]=[CH:15][C:11]([C:12]([NH2:14])=[O:13])=[CH:10][N:9]=2)[CH2:3][CH2:2]1, predict the reactants needed to synthesize it. The reactants are: [NH:1]1[CH2:6][CH2:5][CH:4]([O:7][C:8]2[CH:16]=[CH:15][C:11]([C:12]([NH2:14])=[O:13])=[CH:10][N:9]=2)[CH2:3][CH2:2]1.C(O[BH-](OC(=O)C)OC(=O)C)(=O)C.[Na+].[N:31]1[CH:36]=[CH:35][CH:34]=[CH:33][C:32]=1[CH:37]=O.